From a dataset of Catalyst prediction with 721,799 reactions and 888 catalyst types from USPTO. Predict which catalyst facilitates the given reaction. Reactant: Cl[C:2]1[N:11]=[C:10]([O:12][CH3:13])[C:9]2[C:4](=[CH:5][CH:6]=[CH:7][CH:8]=2)[N:3]=1.Cl.[NH2:15][C@H:16]1[CH2:20][CH2:19][N:18]([C:21](=[O:34])[CH2:22][C:23]2[CH:28]=[CH:27][C:26]([O:29][C:30]([F:33])([F:32])[F:31])=[CH:25][CH:24]=2)[CH2:17]1.C(N(CC)CC)C.C1COCC1. Product: [CH3:13][O:12][C:10]1[C:9]2[C:4](=[CH:5][CH:6]=[CH:7][CH:8]=2)[N:3]=[C:2]([NH:15][C@H:16]2[CH2:20][CH2:19][N:18]([C:21](=[O:34])[CH2:22][C:23]3[CH:24]=[CH:25][C:26]([O:29][C:30]([F:31])([F:32])[F:33])=[CH:27][CH:28]=3)[CH2:17]2)[N:11]=1. The catalyst class is: 22.